This data is from Full USPTO retrosynthesis dataset with 1.9M reactions from patents (1976-2016). The task is: Predict the reactants needed to synthesize the given product. (1) Given the product [Br:9][C:10]1[CH:11]=[N:12][CH:13]=[C:14]([N:5]2[CH2:6][CH2:7][CH2:8][C@H:4]2[CH2:3][O:2][CH3:1])[CH:15]=1, predict the reactants needed to synthesize it. The reactants are: [CH3:1][O:2][CH2:3][C@@H:4]1[CH2:8][CH2:7][CH2:6][NH:5]1.[Br:9][C:10]1[CH:11]=[N:12][CH:13]=[C:14](Br)[CH:15]=1.C1C=CC(P(C2C(C3C(P(C4C=CC=CC=4)C4C=CC=CC=4)=CC=C4C=3C=CC=C4)=C3C(C=CC=C3)=CC=2)C2C=CC=CC=2)=CC=1.CC(C)([O-])C.[Na+]. (2) Given the product [CH3:6][O:7][C:8]1[CH:17]=[CH:16][C:11]([C:12]([O:14][CH3:15])=[O:13])=[C:10]([C:30]2[CH:31]=[CH:32][C:27]([F:26])=[CH:28][CH:29]=2)[CH:9]=1, predict the reactants needed to synthesize it. The reactants are: C(=O)([O-])O.[Na+].[CH3:6][O:7][C:8]1[CH:17]=[CH:16][C:11]([C:12]([O:14][CH3:15])=[O:13])=[C:10](OS(C(F)(F)F)(=O)=O)[CH:9]=1.[F:26][C:27]1[CH:32]=[CH:31][C:30](B(O)O)=[CH:29][CH:28]=1. (3) The reactants are: [Br:1][C:2]1[CH:3]=[C:4]([S:8][CH2:9][CH2:10][C:11]([O:13]CC)=[O:12])[CH:5]=[CH:6][CH:7]=1.[OH-].[Na+].Cl. Given the product [Br:1][C:2]1[CH:3]=[C:4]([S:8][CH2:9][CH2:10][C:11]([OH:13])=[O:12])[CH:5]=[CH:6][CH:7]=1, predict the reactants needed to synthesize it. (4) The reactants are: [NH2:1][C:2]1[CH:7]=[CH:6][C:5]([C:8]2[S:9][CH:10]=[CH:11][CH:12]=2)=[CH:4][C:3]=1[NH:13][C:14](=[O:23])[C:15]1[CH:20]=[CH:19][C:18]([C:21]#[N:22])=[CH:17][CH:16]=1.[CH2:24](N)[CH2:25][NH2:26].C(=S)=S. Given the product [NH2:1][C:2]1[CH:7]=[CH:6][C:5]([C:8]2[S:9][CH:10]=[CH:11][CH:12]=2)=[CH:4][C:3]=1[NH:13][C:14](=[O:23])[C:15]1[CH:20]=[CH:19][C:18]([C:21]2[NH:26][CH2:25][CH2:24][N:22]=2)=[CH:17][CH:16]=1, predict the reactants needed to synthesize it. (5) Given the product [Cl:1][C:2]1[N:7]=[C:6]([C:8]([NH:17][NH2:18])=[O:9])[CH:5]=[CH:4][C:3]=1[O:12][CH:13]([CH3:15])[CH3:14], predict the reactants needed to synthesize it. The reactants are: [Cl:1][C:2]1[N:7]=[C:6]([C:8](OC)=[O:9])[CH:5]=[CH:4][C:3]=1[O:12][CH:13]([CH3:15])[CH3:14].O.[NH2:17][NH2:18]. (6) Given the product [N:59]1([S:63]([NH:66][C:30](=[O:31])[C:29]2[CH:33]=[C:25]([Cl:24])[C:26]([CH2:35][O:36][C:37]3[CH:38]=[N:39][C:40]([O:44][CH2:45][C:46]([F:50])([F:51])[CH:47]([F:48])[F:49])=[C:41]([Cl:43])[CH:42]=3)=[CH:27][C:28]=2[F:34])(=[O:65])=[O:64])[CH2:62][CH2:61][CH2:60]1, predict the reactants needed to synthesize it. The reactants are: ClC1C(OC2C=CC(Cl)=C(C(F)(F)F)C=2)=CC(F)=C(C=1)C(O)=O.[Cl:24][C:25]1[C:26]([CH2:35][O:36][C:37]2[CH:38]=[N:39][C:40]([O:44][CH2:45][C:46]([F:51])([F:50])[CH:47]([F:49])[F:48])=[C:41]([Cl:43])[CH:42]=2)=[CH:27][C:28]([F:34])=[C:29]([CH:33]=1)[C:30](O)=[O:31].CN(C)S(N)(=O)=O.[N:59]1([S:63]([NH2:66])(=[O:65])=[O:64])[CH2:62][CH2:61][CH2:60]1. (7) Given the product [CH2:6]([O:8][C:9]([C:11]1[N:12]=[C:13]([NH:16][C:17]([O:19][C:20]([CH3:22])([CH3:21])[CH3:23])=[O:18])[S:14][C:15]=1[CH:28]([OH:29])[C:27]1[CH:30]=[CH:31][CH:32]=[CH:33][C:26]=1[O:25][CH3:24])=[O:10])[CH3:7], predict the reactants needed to synthesize it. The reactants are: C([Li])CCC.[CH2:6]([O:8][C:9]([C:11]1[N:12]=[C:13]([NH:16][C:17]([O:19][C:20]([CH3:23])([CH3:22])[CH3:21])=[O:18])[S:14][CH:15]=1)=[O:10])[CH3:7].[CH3:24][O:25][C:26]1[CH:33]=[CH:32][CH:31]=[CH:30][C:27]=1[CH:28]=[O:29]. (8) Given the product [Br:20][CH2:1][C:2]1[CH:7]=[CH:6][C:5]([O:8][CH3:9])=[CH:4][C:3]=1[N+:10]([O-:12])=[O:11], predict the reactants needed to synthesize it. The reactants are: [CH3:1][C:2]1[CH:7]=[CH:6][C:5]([O:8][CH3:9])=[CH:4][C:3]=1[N+:10]([O-:12])=[O:11].C1C(=O)N([Br:20])C(=O)C1.